This data is from Tyrosyl-DNA phosphodiesterase HTS with 341,365 compounds. The task is: Binary Classification. Given a drug SMILES string, predict its activity (active/inactive) in a high-throughput screening assay against a specified biological target. (1) The molecule is Clc1nc2c(cc1C1N(N=C(C1)c1sccc1)C(=O)CCCC(O)=O)cc(cc2)C. The result is 0 (inactive). (2) The molecule is O=C(NCC(c1ccccc1)c1ccccc1)c1nn(nc1CO)c1ccc(CC)cc1. The result is 0 (inactive). (3) The result is 0 (inactive). The molecule is O=C1/C(=c2/[nH]c3c(c(NCc4cccnc4)n2)cccc3)C=CC=C1. (4) The drug is O1C(C(O)C(O)C(O)C1OCCc1ccc(O)cc1)CO. The result is 0 (inactive).